Predict the reaction yield, written as a fraction of the theoretical maximum amount of product (1.0 means a 100% yield; for example, 0.34 means a 34% yield). From a dataset of Reaction yield outcomes from USPTO patents with 853,638 reactions. (1) The reactants are Cl[C:2]1[N:7]=[C:6]([Cl:8])[N:5]=[C:4]([N:9]2[CH2:14][CH2:13][O:12][CH2:11][CH2:10]2)[N:3]=1.[OH:15][CH:16]1[CH2:21][CH2:20][N:19]([C:22]([O:24][C:25]([CH3:28])([CH3:27])[CH3:26])=[O:23])[CH2:18][CH2:17]1.[H-].[Na+].C(Cl)Cl.CCOC(C)=O. The catalyst is C1COCC1. The product is [Cl:8][C:6]1[N:5]=[C:4]([N:9]2[CH2:14][CH2:13][O:12][CH2:11][CH2:10]2)[N:3]=[C:2]([O:15][CH:16]2[CH2:17][CH2:18][N:19]([C:22]([O:24][C:25]([CH3:28])([CH3:27])[CH3:26])=[O:23])[CH2:20][CH2:21]2)[N:7]=1. The yield is 0.810. (2) The reactants are [N+:1]([C:4]1[CH:5]=[CH:6][C:7]([C:10]2[CH:15]=[CH:14][N:13]=[CH:12][CH:11]=2)=[N:8][CH:9]=1)([O-])=O.NN. The catalyst is [Pd].C(O)C. The product is [NH2:1][C:4]1[CH:5]=[CH:6][C:7]([C:10]2[CH:15]=[CH:14][N:13]=[CH:12][CH:11]=2)=[N:8][CH:9]=1. The yield is 0.950. (3) The reactants are [Cl-].O[NH3+:3].[C:4](=[O:7])([O-])[OH:5].[Na+].CS(C)=O.[CH2:13]([C:17]1[N:18]=[C:19]([CH3:49])[N:20]([C:40]2[CH:45]=[CH:44][CH:43]=[C:42]([CH:46]([OH:48])[CH3:47])[CH:41]=2)[C:21](=[O:39])[C:22]=1[CH2:23][C:24]1[CH:29]=[CH:28][C:27]([C:30]2[C:31]([C:36]#[N:37])=[CH:32][CH:33]=[CH:34][CH:35]=2)=[CH:26][C:25]=1[F:38])[CH2:14][CH2:15][CH3:16]. The catalyst is O.C(OCC)(=O)C. The product is [CH2:13]([C:17]1[N:18]=[C:19]([CH3:49])[N:20]([C:40]2[CH:45]=[CH:44][CH:43]=[C:42]([CH:46]([OH:48])[CH3:47])[CH:41]=2)[C:21](=[O:39])[C:22]=1[CH2:23][C:24]1[CH:29]=[CH:28][C:27]([C:30]2[CH:35]=[CH:34][CH:33]=[CH:32][C:31]=2[C:36]2[NH:3][C:4](=[O:7])[O:5][N:37]=2)=[CH:26][C:25]=1[F:38])[CH2:14][CH2:15][CH3:16]. The yield is 0.600. (4) The reactants are [NH2:1][C:2]1[S:3][CH:4]=[CH:5][N:6]=1.[C:7]12([C:17](Cl)=[O:18])[CH2:16][CH:11]3[CH2:12][CH:13]([CH2:15][CH:9]([CH2:10]3)[CH2:8]1)[CH2:14]2.C(N(CC)CC)C. The catalyst is C1COCC1.C(OCC)(=O)C. The product is [S:3]1[CH:4]=[CH:5][N:6]=[C:2]1[NH:1][C:17]([C:7]12[CH2:16][CH:11]3[CH2:10][CH:9]([CH2:15][CH:13]([CH2:12]3)[CH2:14]1)[CH2:8]2)=[O:18]. The yield is 0.780. (5) The reactants are CC(OC(OC(OC(C)(C)C)=O)=O)(C)C.[OH:16][C:17]1[CH:26]=[CH:25][C:20]([C:21]([O:23][CH3:24])=[O:22])=[CH:19][C:18]=1I.[CH3:28][N:29](C)C.O1CCOCC1. The catalyst is O. The product is [C:28]([C:18]1[CH:19]=[C:20]([CH:25]=[CH:26][C:17]=1[OH:16])[C:21]([O:23][CH3:24])=[O:22])#[N:29]. The yield is 0.970. (6) The reactants are [C:1]([NH:4][C:5]1[CH:10]=[C:9]([C:11]2[O:15][C:14]([Br:16])=[C:13]([C:17]([O:19]CC)=[O:18])[CH:12]=2)[C:8]([CH3:22])=[CH:7][N:6]=1)(=[O:3])[CH3:2].Cl. The catalyst is CCO.[OH-].[Na+]. The product is [C:1]([NH:4][C:5]1[CH:10]=[C:9]([C:11]2[O:15][C:14]([Br:16])=[C:13]([C:17]([OH:19])=[O:18])[CH:12]=2)[C:8]([CH3:22])=[CH:7][N:6]=1)(=[O:3])[CH3:2]. The yield is 0.430. (7) The reactants are [C:1]([N:4]1[CH2:9][CH2:8][CH:7]([N:10]([CH3:38])[C:11](=[O:37])[CH2:12][N:13]([C:24]2[CH:29]=[C:28]([C:30]3[N:34]=[C:33]([CH3:35])[O:32][N:31]=3)[CH:27]=[CH:26][C:25]=2[CH3:36])[CH2:14][C:15]([NH:17][CH2:18][CH2:19][NH:20][CH:21]([CH3:23])[CH3:22])=[O:16])[CH2:6][CH2:5]1)(=[O:3])[CH3:2].[ClH:39].C(OCC)(=O)C.C(OCC)C. The catalyst is C(OCC)(=O)C. The product is [ClH:39].[C:1]([N:4]1[CH2:5][CH2:6][CH:7]([N:10]([CH3:38])[C:11](=[O:37])[CH2:12][N:13]([C:24]2[CH:29]=[C:28]([C:30]3[N:34]=[C:33]([CH3:35])[O:32][N:31]=3)[CH:27]=[CH:26][C:25]=2[CH3:36])[CH2:14][C:15]([NH:17][CH2:18][CH2:19][NH:20][CH:21]([CH3:23])[CH3:22])=[O:16])[CH2:8][CH2:9]1)(=[O:3])[CH3:2]. The yield is 0.960. (8) The reactants are [C-]#[N:2].C([Al+][CH2:6][CH3:7])C.[C:8]([CH:11]([CH:13]([C:15]([O-:17])=O)O)O)([O-])=O.[K+].[Na+].[CH:20]1[CH:25]=[CH:24][CH:23]=[CH:22][CH:21]=1. No catalyst specified. The product is [O:17]=[C:15]1[C@@H:13]2[C@@:22]([CH:6]=[CH2:7])([CH2:23][CH2:24][CH2:25][C@H:11]2[C:8]#[N:2])[CH2:21][CH2:20]1. The yield is 0.890.